The task is: Binary Classification. Given a drug SMILES string, predict its activity (active/inactive) in a high-throughput screening assay against a specified biological target.. This data is from HIV replication inhibition screening data with 41,000+ compounds from the AIDS Antiviral Screen. (1) The molecule is Cl.NC1Cc2ccccc2OC1=O. The result is 0 (inactive). (2) The drug is O=C1C=CC23CC1C(O)CC2C=Cc1ccccc13. The result is 0 (inactive). (3) The compound is Nc1nc(Cl)c2nc(Cl)[nH]c2n1. The result is 0 (inactive). (4) The molecule is Cn1c2ccccc2n2c3ncccc3c(=O)c(C#N)c12. The result is 0 (inactive). (5) The compound is Cn1c2ccc([N+](=O)[O-])cc2c(=O)n1Cc1ccccc1F. The result is 0 (inactive). (6) The compound is COC(=O)c1ccc(NCC2=CC(=O)c3ccccc3C2=O)cc1. The result is 0 (inactive).